Dataset: Forward reaction prediction with 1.9M reactions from USPTO patents (1976-2016). Task: Predict the product of the given reaction. (1) The product is: [CH3:36][O:35][C:33]([CH2:32][N:13]([C:11](=[O:12])/[CH:10]=[CH:9]/[C:3]1[CH:4]=[CH:5][CH:6]=[CH:7][CH:8]=1)[C:14]1[CH:19]=[CH:18][C:17]([O:20][C:21](=[O:30])/[CH:22]=[CH:23]/[C:24]2[CH:25]=[CH:26][CH:27]=[CH:28][CH:29]=2)=[CH:16][CH:15]=1)=[O:34]. Given the reactants [H-].[Na+].[C:3]1(/[CH:9]=[CH:10]/[C:11]([NH:13][C:14]2[CH:19]=[CH:18][C:17]([O:20][C:21](=[O:30])/[CH:22]=[CH:23]/[C:24]3[CH:29]=[CH:28][CH:27]=[CH:26][CH:25]=3)=[CH:16][CH:15]=2)=[O:12])[CH:8]=[CH:7][CH:6]=[CH:5][CH:4]=1.Br[CH2:32][C:33]([O:35][CH3:36])=[O:34], predict the reaction product. (2) Given the reactants Cl[CH2:2][CH2:3][CH2:4][CH:5]([C:13]1[CH:18]=[CH:17][C:16]([F:19])=[CH:15][CH:14]=1)[C:6]1[CH:11]=[CH:10][C:9]([F:12])=[CH:8][CH:7]=1.[CH3:20][CH:21]([CH3:38])[C:22]([NH:24][C:25]1[CH:30]=[CH:29][C:28]([CH3:31])=[C:27]([CH:32]2[CH2:37][CH2:36][NH:35][CH2:34][CH2:33]2)[CH:26]=1)=[O:23], predict the reaction product. The product is: [F:12][C:9]1[CH:10]=[CH:11][C:6]([CH:5]([C:13]2[CH:18]=[CH:17][C:16]([F:19])=[CH:15][CH:14]=2)[CH2:4][CH2:3][CH2:2][N:35]2[CH2:36][CH2:37][CH:32]([C:27]3[CH:26]=[C:25]([NH:24][C:22](=[O:23])[CH:21]([CH3:20])[CH3:38])[CH:30]=[CH:29][C:28]=3[CH3:31])[CH2:33][CH2:34]2)=[CH:7][CH:8]=1. (3) Given the reactants COC1C=CC(P2(SP(C3C=CC(OC)=CC=3)(=S)S2)=[S:10])=CC=1.[CH2:23]([O:25][CH2:26][CH2:27][CH2:28][O:29][C:30]1[CH:35]=[CH:34][NH:33][C:32](=O)[C:31]=1[CH3:37])[CH3:24], predict the reaction product. The product is: [CH2:23]([O:25][CH2:26][CH2:27][CH2:28][O:29][C:30]1[CH:35]=[CH:34][NH:33][C:32](=[S:10])[C:31]=1[CH3:37])[CH3:24]. (4) Given the reactants [H-].[Na+].[C:3]([C:5]1[C:10]([C:11]2[NH:15][CH:14]=[C:13]([CH2:16][N:17]([CH3:25])[C:18](=[O:24])[O:19][C:20]([CH3:23])([CH3:22])[CH3:21])[CH:12]=2)=[CH:9][CH:8]=[CH:7][N:6]=1)#[N:4].C1OCCOCCOCCOCCOC1.[F:41][C:42]1[CH:47]=[CH:46][CH:45]=[C:44]([F:48])[C:43]=1[S:49](Cl)(=[O:51])=[O:50].[Cl-].[NH4+], predict the reaction product. The product is: [C:3]([C:5]1[C:10]([C:11]2[N:15]([S:49]([C:43]3[C:44]([F:48])=[CH:45][CH:46]=[CH:47][C:42]=3[F:41])(=[O:51])=[O:50])[CH:14]=[C:13]([CH2:16][N:17]([CH3:25])[C:18](=[O:24])[O:19][C:20]([CH3:21])([CH3:22])[CH3:23])[CH:12]=2)=[CH:9][CH:8]=[CH:7][N:6]=1)#[N:4]. (5) Given the reactants [H-].[Na+].[OH:3][C:4]1[CH:9]=[CH:8][N:7]=[CH:6][CH:5]=1.Br[CH2:11][CH2:12][O:13][CH:14]1[CH2:19][CH2:18][CH2:17][CH2:16][O:15]1, predict the reaction product. The product is: [O:15]1[CH2:16][CH2:17][CH2:18][CH2:19][CH:14]1[O:13][CH2:12][CH2:11][N:7]1[CH:8]=[CH:9][C:4](=[O:3])[CH:5]=[CH:6]1. (6) Given the reactants [C:1]([O:5][C:6]([NH:8][C@@H:9]1[CH2:14][CH2:13][CH2:12][N:11]([CH:15]([C:19]2[CH:24]=[CH:23][CH:22]=[CH:21][C:20]=2[F:25])[C:16](O)=[O:17])[CH2:10]1)=[O:7])([CH3:4])([CH3:3])[CH3:2].[Cl-].[NH4+].CC[N:30](C(C)C)C(C)C.C(Cl)CCl.C1C=CC2N(O)N=NC=2C=1.C([O-])(O)=O.[Na+], predict the reaction product. The product is: [NH2:30][C:16](=[O:17])[CH:15]([N:11]1[CH2:12][CH2:13][CH2:14][C@@H:9]([NH:8][C:6](=[O:7])[O:5][C:1]([CH3:3])([CH3:2])[CH3:4])[CH2:10]1)[C:19]1[CH:24]=[CH:23][CH:22]=[CH:21][C:20]=1[F:25]. (7) Given the reactants N1([CH2:10][NH:11][C:12]2[CH:20]=[CH:19][C:18]3[N:17]4[C:21](=[O:29])[O:22][C@@H:23]([CH2:24][NH:25][C:26](=[O:28])[CH3:27])[C@@H:16]4[CH2:15][C:14]=3[CH:13]=2)C2C=CC=CC=2N=N1.[BH4-].[Na+], predict the reaction product. The product is: [CH3:10][NH:11][C:12]1[CH:20]=[CH:19][C:18]2[N:17]3[C:21](=[O:29])[O:22][C@@H:23]([CH2:24][NH:25][C:26](=[O:28])[CH3:27])[C@@H:16]3[CH2:15][C:14]=2[CH:13]=1. (8) Given the reactants C([C@@H]1COC(=O)N1[C:14](=[O:28])[C@H:15]([CH2:19][O:20][CH2:21][C:22]1[CH:27]=[CH:26][CH:25]=[CH:24][CH:23]=1)[CH:16]([CH3:18])[CH3:17])C1C=CC=CC=1.OO.[Li+].[OH-].[O-:33]S([O-])=O.[Na+].[Na+].C([O-])(O)=O.[Na+], predict the reaction product. The product is: [CH2:21]([O:20][CH2:19][C@H:15]([CH:16]([CH3:17])[CH3:18])[C:14]([OH:28])=[O:33])[C:22]1[CH:23]=[CH:24][CH:25]=[CH:26][CH:27]=1. (9) Given the reactants [CH3:1][C:2]1[C:3](=[O:14])[C:4]([CH3:13])([CH2:8][CH:9]=[C:10]([CH3:12])[CH3:11])[CH2:5][CH2:6][CH:7]=1.[CH3:15][Mg]Cl, predict the reaction product. The product is: [CH3:15][C:3]1([OH:14])[C:4]([CH3:13])([CH2:8][CH:9]=[C:10]([CH3:12])[CH3:11])[CH2:5][CH2:6][CH:7]=[C:2]1[CH3:1].